Dataset: Full USPTO retrosynthesis dataset with 1.9M reactions from patents (1976-2016). Task: Predict the reactants needed to synthesize the given product. (1) Given the product [CH2:12]([Si:16]([CH:2]1[S:3][CH2:4][CH2:5][CH2:6][S:1]1)([C:24]1[CH:29]=[CH:28][CH:27]=[CH:26][CH:25]=1)[C:18]1[CH:19]=[CH:20][CH:21]=[CH:22][CH:23]=1)[CH2:13][CH:14]=[CH2:15], predict the reactants needed to synthesize it. The reactants are: [S:1]1[CH2:6][CH2:5][CH2:4][S:3][CH2:2]1.C([Li])CCC.[CH2:12]([Si:16]([C:24]1[CH:29]=[CH:28][CH:27]=[CH:26][CH:25]=1)([C:18]1[CH:23]=[CH:22][CH:21]=[CH:20][CH:19]=1)F)[CH2:13][CH:14]=[CH2:15]. (2) Given the product [F:36][C:20]([F:19])([F:35])[C:21]1[N:26]=[CH:25][C:24]([C:27]2[N:32]=[CH:31][N:30]=[C:29]([CH2:33][NH:34][C:15]([C@@H:9]3[CH2:10][C:11]4([CH2:12][CH2:13]4)[CH2:14][N:8]3[C:6]([O:5][C:1]([CH3:2])([CH3:3])[CH3:4])=[O:7])=[O:17])[CH:28]=2)=[CH:23][CH:22]=1, predict the reactants needed to synthesize it. The reactants are: [C:1]([O:5][C:6]([N:8]1[CH2:14][C:11]2([CH2:13][CH2:12]2)[CH2:10][C@H:9]1[C:15]([OH:17])=O)=[O:7])([CH3:4])([CH3:3])[CH3:2].Cl.[F:19][C:20]([F:36])([F:35])[C:21]1[N:26]=[CH:25][C:24]([C:27]2[N:32]=[CH:31][N:30]=[C:29]([CH2:33][NH2:34])[CH:28]=2)=[CH:23][CH:22]=1.C(P1(=O)OP(=O)(CCC)OP(=O)(CCC)O1)CC.C(N(CC)C(C)C)(C)C. (3) Given the product [NH2:1][C:2]1[N:3]=[C:4]([N:29]2[CH2:58][CH2:57][C:32]3([CH2:36][C@@H:35]([C:37]([O:39][CH2:40][C:41]4[CH:42]=[CH:43][CH:44]=[CH:45][CH:46]=4)=[O:38])[N:34]([C:47]([O:49][CH2:50][C:51]4[CH:52]=[CH:53][CH:54]=[CH:55][CH:56]=4)=[O:48])[CH2:33]3)[CH2:31][CH2:30]2)[CH:5]=[C:6]([O:8][C@H:9]([C:14]2[CH:22]=[CH:21][C:17]([C:18]([O:20][C:60]([CH3:59])([C:65]([F:68])([F:67])[F:66])[C:61]([F:64])([F:63])[F:62])=[O:19])=[CH:16][C:15]=2[N:23]2[CH:27]=[CH:26][C:25]([CH3:28])=[N:24]2)[C:10]([F:12])([F:11])[F:13])[N:7]=1, predict the reactants needed to synthesize it. The reactants are: [NH2:1][C:2]1[N:7]=[C:6]([O:8][C@H:9]([C:14]2[CH:22]=[CH:21][C:17]([C:18]([OH:20])=[O:19])=[CH:16][C:15]=2[N:23]2[CH:27]=[CH:26][C:25]([CH3:28])=[N:24]2)[C:10]([F:13])([F:12])[F:11])[CH:5]=[C:4]([N:29]2[CH2:58][CH2:57][C:32]3([CH2:36][C@@H:35]([C:37]([O:39][CH2:40][C:41]4[CH:46]=[CH:45][CH:44]=[CH:43][CH:42]=4)=[O:38])[N:34]([C:47]([O:49][CH2:50][C:51]4[CH:56]=[CH:55][CH:54]=[CH:53][CH:52]=4)=[O:48])[CH2:33]3)[CH2:31][CH2:30]2)[N:3]=1.[CH3:59][C:60](O)([C:65]([F:68])([F:67])[F:66])[C:61]([F:64])([F:63])[F:62].CCN=C=NCCCN(C)C. (4) Given the product [Cl:1][C:2]1[CH:3]=[CH:4][C:5]([N:8]2[CH2:23][CH:20]([C:21]#[N:22])[N:10]=[C:9]2[C:11]2[CH:16]=[CH:15][C:14]([Cl:17])=[CH:13][C:12]=2[Cl:18])=[CH:6][CH:7]=1, predict the reactants needed to synthesize it. The reactants are: [Cl:1][C:2]1[CH:7]=[CH:6][C:5]([NH:8][C:9]([C:11]2[CH:16]=[CH:15][C:14]([Cl:17])=[CH:13][C:12]=2[Cl:18])=[NH:10])=[CH:4][CH:3]=1.Cl[C:20](=[CH2:23])[C:21]#[N:22].C(N(CC)C(C)C)(C)C.N#N. (5) Given the product [Cl:1][C:2]1[CH:7]=[CH:6][CH:5]=[CH:4][C:3]=1[N:8]1[C:12]([CH3:26])=[C:11]([C:13]2[CH2:14][CH2:15][N:16]([C:19]([O:21][C:22]([CH3:25])([CH3:24])[CH3:23])=[O:20])[CH2:17][CH:18]=2)[N:10]=[N:9]1, predict the reactants needed to synthesize it. The reactants are: [Cl:1][C:2]1[CH:7]=[CH:6][CH:5]=[CH:4][C:3]=1[N:8]1[CH:12]=[C:11]([C:13]2[CH2:14][CH2:15][N:16]([C:19]([O:21][C:22]([CH3:25])([CH3:24])[CH3:23])=[O:20])[CH2:17][CH:18]=2)[N:10]=[N:9]1.[C:26](C1CCN(C(OC(C)(C)C)=O)CC=1)#CC.